Task: Regression. Given two drug SMILES strings and cell line genomic features, predict the synergy score measuring deviation from expected non-interaction effect.. Dataset: NCI-60 drug combinations with 297,098 pairs across 59 cell lines (1) Drug 1: CC12CCC3C(C1CCC2O)C(CC4=C3C=CC(=C4)O)CCCCCCCCCS(=O)CCCC(C(F)(F)F)(F)F. Drug 2: C1=NC2=C(N=C(N=C2N1C3C(C(C(O3)CO)O)F)Cl)N. Cell line: HCT116. Synergy scores: CSS=13.8, Synergy_ZIP=-5.28, Synergy_Bliss=-3.23, Synergy_Loewe=-59.5, Synergy_HSA=-6.58. (2) Drug 1: CC1=CC2C(CCC3(C2CCC3(C(=O)C)OC(=O)C)C)C4(C1=CC(=O)CC4)C. Drug 2: CCC1=C2CN3C(=CC4=C(C3=O)COC(=O)C4(CC)O)C2=NC5=C1C=C(C=C5)O. Cell line: HL-60(TB). Synergy scores: CSS=80.8, Synergy_ZIP=18.3, Synergy_Bliss=18.6, Synergy_Loewe=-32.0, Synergy_HSA=17.3. (3) Drug 1: CC12CCC(CC1=CCC3C2CCC4(C3CC=C4C5=CN=CC=C5)C)O. Drug 2: COC1=CC(=CC(=C1O)OC)C2C3C(COC3=O)C(C4=CC5=C(C=C24)OCO5)OC6C(C(C7C(O6)COC(O7)C8=CC=CS8)O)O. Cell line: NCI-H226. Synergy scores: CSS=17.8, Synergy_ZIP=-3.42, Synergy_Bliss=-1.42, Synergy_Loewe=-11.7, Synergy_HSA=-1.70. (4) Drug 1: CN1CCC(CC1)COC2=C(C=C3C(=C2)N=CN=C3NC4=C(C=C(C=C4)Br)F)OC. Drug 2: CN(C)C1=NC(=NC(=N1)N(C)C)N(C)C. Cell line: 786-0. Synergy scores: CSS=-1.82, Synergy_ZIP=-1.33, Synergy_Bliss=-2.32, Synergy_Loewe=-12.8, Synergy_HSA=-5.04. (5) Drug 1: C1=NC2=C(N1)C(=S)N=C(N2)N. Drug 2: C1C(C(OC1N2C=NC(=NC2=O)N)CO)O. Cell line: M14. Synergy scores: CSS=35.6, Synergy_ZIP=-7.18, Synergy_Bliss=-2.49, Synergy_Loewe=-6.46, Synergy_HSA=-3.95.